Dataset: Full USPTO retrosynthesis dataset with 1.9M reactions from patents (1976-2016). Task: Predict the reactants needed to synthesize the given product. (1) The reactants are: Br[C:2]1[CH:7]=[CH:6][C:5]([O:8][CH2:9][CH2:10][CH2:11][CH2:12][CH2:13][CH2:14][CH2:15][CH3:16])=[CH:4][CH:3]=1.C([Sn](CCCC)(CCCC)[C:22]1[S:23][CH:24]=[CH:25][CH:26]=1)CCC.[F-].[K+]. Given the product [CH2:9]([O:8][C:5]1[CH:6]=[CH:7][C:2]([C:22]2[S:23][CH:24]=[CH:25][CH:26]=2)=[CH:3][CH:4]=1)[CH2:10][CH2:11][CH2:12][CH2:13][CH2:14][CH2:15][CH3:16], predict the reactants needed to synthesize it. (2) Given the product [NH2:1][C:2]1[N:11]=[C:10]([C:12](=[O:14])[NH:19][CH3:18])[C:9]2[C:4](=[CH:5][CH:6]=[CH:7][CH:8]=2)[N:3]=1, predict the reactants needed to synthesize it. The reactants are: [NH2:1][C:2]1[N:11]=[C:10]([C:12]([OH:14])=O)[C:9]2[C:4](=[CH:5][CH:6]=[CH:7][CH:8]=2)[N:3]=1.C(O[CH:18]1C=CC2C(=CC=CC=2)[N:19]1C(OCC)=O)C.C(N(CC)CC)C.[Cl-].C[NH3+].